From a dataset of Catalyst prediction with 721,799 reactions and 888 catalyst types from USPTO. Predict which catalyst facilitates the given reaction. (1) Reactant: [C:1](N1C=CC=CC1=O)(N1C=CC=CC1=O)=[S:2].[C:17]([O:21][C:22](=[O:34])[NH:23][CH2:24][C:25]1[CH:30]=[CH:29][C:28]([Cl:31])=[C:27]([NH2:32])[C:26]=1[Cl:33])([CH3:20])([CH3:19])[CH3:18]. Product: [C:17]([O:21][C:22](=[O:34])[NH:23][CH2:24][C:25]1[CH:30]=[CH:29][C:28]([Cl:31])=[C:27]([N:32]=[C:1]=[S:2])[C:26]=1[Cl:33])([CH3:20])([CH3:18])[CH3:19]. The catalyst class is: 12. (2) Reactant: [CH:1]([N:4]1[C:12]2[C:7](=[CH:8][CH:9]=[CH:10][CH:11]=2)[C:6]([C:13]([NH:15][NH2:16])=[O:14])=[N:5]1)([CH3:3])[CH3:2].Cl.[CH3:18][O:19][CH2:20][CH2:21][CH2:22][N:23]1[CH2:28][CH2:27][CH:26]([C:29](O)=O)[CH2:25][CH2:24]1. Product: [CH:1]([N:4]1[C:12]2[C:7](=[CH:8][CH:9]=[CH:10][CH:11]=2)[C:6]([C:13]2[O:14][C:29]([CH:26]3[CH2:25][CH2:24][N:23]([CH2:22][CH2:21][CH2:20][O:19][CH3:18])[CH2:28][CH2:27]3)=[N:16][N:15]=2)=[N:5]1)([CH3:3])[CH3:2]. The catalyst class is: 286.